Dataset: Forward reaction prediction with 1.9M reactions from USPTO patents (1976-2016). Task: Predict the product of the given reaction. (1) Given the reactants N1CCC(CO)CC1.C([O:11][C:12](=[O:45])[C@:13]([NH:37]C(OC(C)(C)C)=O)([CH2:27][CH2:28][N:29]1[CH2:34][CH2:33][CH:32]([CH2:35][OH:36])[CH2:31][CH2:30]1)[CH2:14][CH2:15][CH2:16][CH2:17][B:18]1[O:22]C(C)(C)C(C)(C)[O:19]1)C.[ClH:46], predict the reaction product. The product is: [ClH:46].[ClH:46].[NH2:37][C:13]([CH2:27][CH2:28][N:29]1[CH2:30][CH2:31][CH:32]([CH2:35][OH:36])[CH2:33][CH2:34]1)([CH2:14][CH2:15][CH2:16][CH2:17][B:18]([OH:22])[OH:19])[C:12]([OH:45])=[O:11]. (2) Given the reactants [CH2:1]([C:3]1[CH:8]=[C:7]([CH2:9][CH3:10])[N:6]2[N:11]=[C:12]([OH:20])[C:13]([C:14]3[CH:19]=[CH:18][CH:17]=[CH:16][CH:15]=3)=[C:5]2[N:4]=1)[CH3:2].C(N(CC)CC)C.[F:28][C:29]([F:42])([F:41])[S:30](O[S:30]([C:29]([F:42])([F:41])[F:28])(=[O:32])=[O:31])(=[O:32])=[O:31].O, predict the reaction product. The product is: [F:28][C:29]([F:42])([F:41])[S:30]([O:20][C:12]1[C:13]([C:14]2[CH:19]=[CH:18][CH:17]=[CH:16][CH:15]=2)=[C:5]2[N:4]=[C:3]([CH2:1][CH3:2])[CH:8]=[C:7]([CH2:9][CH3:10])[N:6]2[N:11]=1)(=[O:32])=[O:31]. (3) Given the reactants [H-].[Na+].C1OCCOCCOCCOCCOC1.[F:18][C:19]1[C:20]([CH2:31][N:32]([CH3:40])[C:33](=[O:39])[O:34][C:35]([CH3:38])([CH3:37])[CH3:36])=[CH:21][NH:22][C:23]=1[C:24]1[C:25]([F:30])=[N:26][CH:27]=[CH:28][CH:29]=1.[CH3:41][N:42]1[CH:46]=[CH:45][N:44]=[C:43]1[S:47](Cl)(=[O:49])=[O:48], predict the reaction product. The product is: [F:18][C:19]1[C:20]([CH2:31][N:32]([CH3:40])[C:33](=[O:39])[O:34][C:35]([CH3:36])([CH3:37])[CH3:38])=[CH:21][N:22]([S:47]([C:43]2[N:42]([CH3:41])[CH:46]=[CH:45][N:44]=2)(=[O:49])=[O:48])[C:23]=1[C:24]1[C:25]([F:30])=[N:26][CH:27]=[CH:28][CH:29]=1. (4) Given the reactants C(O[C:6](=[O:13])[NH:7][C@H:8]([CH:11]=[O:12])[CH2:9][CH3:10])(C)(C)C.Br[C:15]([F:22])([F:21])C(OCC)=O.S([O-])(O)(=O)=O.[K+], predict the reaction product. The product is: [CH2:9]([C@@H:8]1[NH:7][C:6](=[O:13])[C:15]([F:22])([F:21])[C@@H:11]1[OH:12])[CH3:10]. (5) Given the reactants [C:1]1([N:7]2[C:11]([NH:12][C:13](=[O:21])OC3C=CC=CC=3)=[CH:10][C:9]([C:22]([F:25])([F:24])[F:23])=[N:8]2)[CH:6]=[CH:5][CH:4]=[CH:3][CH:2]=1.[CH3:26][O:27][C:28]1[CH:29]=[C:30]2[C:35](=[CH:36][C:37]=1[O:38][CH2:39][CH2:40][O:41][CH3:42])[N:34]=[CH:33][N:32]=[C:31]2[O:43][C:44]1[CH:45]=[C:46]([CH:48]=[CH:49][CH:50]=1)[NH2:47].C(N(CC)C(C)C)(C)C, predict the reaction product. The product is: [CH3:26][O:27][C:28]1[CH:29]=[C:30]2[C:35](=[CH:36][C:37]=1[O:38][CH2:39][CH2:40][O:41][CH3:42])[N:34]=[CH:33][N:32]=[C:31]2[O:43][C:44]1[CH:45]=[C:46]([NH:47][C:13]([NH:12][C:11]2[N:7]([C:1]3[CH:2]=[CH:3][CH:4]=[CH:5][CH:6]=3)[N:8]=[C:9]([C:22]([F:23])([F:24])[F:25])[CH:10]=2)=[O:21])[CH:48]=[CH:49][CH:50]=1.